Task: Predict which catalyst facilitates the given reaction.. Dataset: Catalyst prediction with 721,799 reactions and 888 catalyst types from USPTO (1) Product: [CH3:35][C:18]1[C:17]([N:16]2[CH2:14][CH2:13][CH2:12][CH2:11]2)=[C:21]([N:22]2[C:23](=[O:24])[C:25]3[C:26](=[CH:31][CH:32]=[CH:33][CH:34]=3)[C:27]2=[O:28])[S:20][N:19]=1. Reactant: CCN(C(C)C)C(C)C.Br[CH2:11][CH2:12][CH2:13][CH2:14]Br.[NH2:16][C:17]1[C:18]([CH3:35])=[N:19][S:20][C:21]=1[NH:22][C:23]([C:25]1[CH:34]=[CH:33][CH:32]=[CH:31][C:26]=1[C:27](OC)=[O:28])=[O:24]. The catalyst class is: 3. (2) Reactant: [F:1][C:2]1[CH:7]=[CH:6][C:5]([N:8]2[C:16]3[N:15]=[C:14]4[CH2:17][CH2:18][CH2:19][CH:20]5[CH2:27][C:24]6([CH2:26][O:25]6)[CH2:23][CH2:22][C:21]5([CH2:28][C:29]5[CH:34]=[CH:33][CH:32]=[CH:31][N:30]=5)[C:13]4=[CH:12][C:11]=3[CH:10]=[N:9]2)=[CH:4][CH:3]=1.[BH4-].[Na+]. Product: [F:1][C:2]1[CH:7]=[CH:6][C:5]([N:8]2[C:16]3[N:15]=[C:14]4[CH2:17][CH2:18][CH2:19][CH:20]5[CH2:27][C:24]([CH3:26])([OH:25])[CH2:23][CH2:22][C:21]5([CH2:28][C:29]5[CH:34]=[CH:33][CH:32]=[CH:31][N:30]=5)[C:13]4=[CH:12][C:11]=3[CH:10]=[N:9]2)=[CH:4][CH:3]=1. The catalyst class is: 14. (3) Reactant: [NH2:1][C:2]1[CH:14]=[CH:13][C:5]2[S:6][C:7]3[CH:12]=[CH:11][CH:10]=[CH:9][C:8]=3[C:4]=2[C:3]=1[CH3:15].CCN=C=NCCCN(C)C.[O:27]1[CH2:31][CH2:30][CH:29]([C:32](O)=[O:33])[CH2:28]1. Product: [CH3:15][C:3]1[C:4]2[C:8]3[CH:9]=[CH:10][CH:11]=[CH:12][C:7]=3[S:6][C:5]=2[CH:13]=[CH:14][C:2]=1[NH:1][C:32]([CH:29]1[CH2:30][CH2:31][O:27][CH2:28]1)=[O:33]. The catalyst class is: 143. (4) Reactant: [CH3:1][O:2][CH2:3][C@@H:4]([O:7][C:8]1[CH:9]=[C:10]([CH:20]=[C:21]([O:23]CC2C=CC=CC=2)[CH:22]=1)[C:11]([NH:13][C:14]1[CH:18]=[CH:17][N:16]([CH3:19])[N:15]=1)=[O:12])[CH2:5][CH3:6].C1COCC1. Product: [OH:23][C:21]1[CH:20]=[C:10]([CH:9]=[C:8]([O:7][C@H:4]([CH2:3][O:2][CH3:1])[CH2:5][CH3:6])[CH:22]=1)[C:11]([NH:13][C:14]1[CH:18]=[CH:17][N:16]([CH3:19])[N:15]=1)=[O:12]. The catalyst class is: 43. (5) Reactant: [NH2:1][C:2]1[CH:15]=[CH:14][C:5]2[C@H:6]([CH2:9][C:10]([O:12][CH3:13])=[O:11])[CH2:7][O:8][C:4]=2[CH:3]=1.[N+:16]([C:19]1[CH:24]=[CH:23][CH:22]=[CH:21][C:20]=1[S:25](Cl)(=[O:27])=[O:26])([O-:18])=[O:17]. Product: [N+:16]([C:19]1[CH:24]=[CH:23][CH:22]=[CH:21][C:20]=1[S:25]([NH:1][C:2]1[CH:15]=[CH:14][C:5]2[C@H:6]([CH2:9][C:10]([O:12][CH3:13])=[O:11])[CH2:7][O:8][C:4]=2[CH:3]=1)(=[O:27])=[O:26])([O-:18])=[O:17]. The catalyst class is: 17. (6) Reactant: CC1(C)C(C)(C)OB([C:9]2[CH:10]=[C:11]3[C:15](=[CH:16][CH:17]=2)[CH2:14][C@H:13]([NH:18][S:19]([CH:22]([CH3:24])[CH3:23])(=[O:21])=[O:20])[CH2:12]3)O1.[OH:26]O. Product: [OH:26][C:9]1[CH:10]=[C:11]2[C:15](=[CH:16][CH:17]=1)[CH2:14][C@H:13]([NH:18][S:19]([CH:22]([CH3:24])[CH3:23])(=[O:21])=[O:20])[CH2:12]2. The catalyst class is: 5. (7) Reactant: [CH3:1][N:2]([CH3:18])[C:3]1[CH:4]=[C:5]([NH:9][C:10]2[CH:15]=[C:14]([NH:16][CH3:17])[N:13]=[CH:12][N:11]=2)[CH:6]=[CH:7][CH:8]=1.[Cl:19][C:20]1[CH:25]=[CH:24][CH:23]=[C:22]([Cl:26])[C:21]=1[N:27]=[C:28]=[O:29]. Product: [Cl:19][C:20]1[CH:25]=[CH:24][CH:23]=[C:22]([Cl:26])[C:21]=1[NH:27][C:28](=[O:29])[N:16]([C:14]1[CH:15]=[C:10]([NH:9][C:5]2[CH:6]=[CH:7][CH:8]=[C:3]([N:2]([CH3:1])[CH3:18])[CH:4]=2)[N:11]=[CH:12][N:13]=1)[CH3:17]. The catalyst class is: 9. (8) Reactant: [CH2:1]([NH:5][CH2:6][C:7]1[S:8][C:9]([C:12]2[CH:17]=[CH:16][CH:15]=[C:14]([S:18]([CH3:21])(=[O:20])=[O:19])[CH:13]=2)=[CH:10][CH:11]=1)[CH:2]([CH3:4])[CH3:3].[C:22]1([CH2:28][S:29](Cl)(=[O:31])=[O:30])[CH:27]=[CH:26][CH:25]=[CH:24][CH:23]=1.C(N(CC)C(C)C)(C)C. Product: [CH2:1]([N:5]([CH2:6][C:7]1[S:8][C:9]([C:12]2[CH:17]=[CH:16][CH:15]=[C:14]([S:18]([CH3:21])(=[O:20])=[O:19])[CH:13]=2)=[CH:10][CH:11]=1)[S:29]([CH2:28][C:22]1[CH:27]=[CH:26][CH:25]=[CH:24][CH:23]=1)(=[O:31])=[O:30])[CH:2]([CH3:4])[CH3:3]. The catalyst class is: 4. (9) Reactant: O[C:2]1([C:30]2[CH:35]=[CH:34][CH:33]=[CH:32][CH:31]=2)[C:6]2[C:7]([CH3:27])=[C:8]([N:13]3[CH2:18][CH2:17][N:16]([C:19]4[CH:24]=[CH:23][C:22]([O:25][CH3:26])=[CH:21][CH:20]=4)[CH2:15][CH2:14]3)[C:9]([CH3:12])=[C:10]([CH3:11])[C:5]=2[O:4][C:3]1([CH3:29])[CH3:28]. The catalyst class is: 5. Product: [CH3:28][C:3]1([CH3:29])[CH:2]([C:30]2[CH:31]=[CH:32][CH:33]=[CH:34][CH:35]=2)[C:6]2[C:7]([CH3:27])=[C:8]([N:13]3[CH2:14][CH2:15][N:16]([C:19]4[CH:20]=[CH:21][C:22]([O:25][CH3:26])=[CH:23][CH:24]=4)[CH2:17][CH2:18]3)[C:9]([CH3:12])=[C:10]([CH3:11])[C:5]=2[O:4]1. (10) Reactant: [NH2:1][C:2]1[CH:7]=[CH:6][C:5]([S:8]([CH3:16])(=[N:10][C:11]([O:13][CH2:14][CH3:15])=[O:12])=[O:9])=[CH:4][CH:3]=1.[Br:17][C:18]1[C:19]([NH:25][C@H:26]([CH3:31])[C:27]([CH3:30])([OH:29])[CH3:28])=[N:20][C:21](Cl)=[N:22][CH:23]=1.O.Cl. Product: [Br:17][C:18]1[C:19]([NH:25][C@H:26]([CH3:31])[C:27]([OH:29])([CH3:28])[CH3:30])=[N:20][C:21]([NH:1][C:2]2[CH:7]=[CH:6][C:5]([S:8]([CH3:16])(=[N:10][C:11]([O:13][CH2:14][CH3:15])=[O:12])=[O:9])=[CH:4][CH:3]=2)=[N:22][CH:23]=1. The catalyst class is: 880.